From a dataset of Retrosynthesis with 50K atom-mapped reactions and 10 reaction types from USPTO. Predict the reactants needed to synthesize the given product. (1) The reactants are: CCOC(=O)c1nc2ccc(C)cc2c(Cl)c1C. Given the product CCOC(=O)c1nc2ccc(C)cc2cc1C, predict the reactants needed to synthesize it. (2) Given the product CC(=O)Cn1ncc2cc([N+](=O)[O-])ccc21, predict the reactants needed to synthesize it. The reactants are: CC(=O)CCl.O=[N+]([O-])c1ccc2[nH]ncc2c1.